From a dataset of Cav3 T-type calcium channel HTS with 100,875 compounds. Binary Classification. Given a drug SMILES string, predict its activity (active/inactive) in a high-throughput screening assay against a specified biological target. The compound is s1c(CNC2CC(=O)N(C2=O)c2ccc(OC)cc2)ccc1. The result is 0 (inactive).